This data is from Full USPTO retrosynthesis dataset with 1.9M reactions from patents (1976-2016). The task is: Predict the reactants needed to synthesize the given product. (1) Given the product [N:1]1[CH:6]=[CH:5][CH:4]=[C:3]([C:7]2[N:11]=[C:10]([C@@H:12]3[CH2:16][CH2:15][CH2:14][NH:13]3)[O:9][N:8]=2)[CH:2]=1, predict the reactants needed to synthesize it. The reactants are: [N:1]1[CH:6]=[CH:5][CH:4]=[C:3]([C:7]2[N:11]=[C:10]([C@@H:12]3[CH2:16][CH2:15][CH2:14][N:13]3C(OC(C)(C)C)=O)[O:9][N:8]=2)[CH:2]=1. (2) Given the product [CH2:27]([O:26][C:23](=[O:25])[CH:44]([OH:35])[CH2:45][NH:19][C:16]1[CH:17]=[CH:18][C:13]([CH:10]2[CH2:11][CH2:12][CH:7]([O:6][Si:5]([C:1]([CH3:4])([CH3:3])[CH3:2])([CH3:22])[CH3:21])[CH2:8][CH2:9]2)=[C:14]([F:20])[CH:15]=1)[CH3:28], predict the reactants needed to synthesize it. The reactants are: [C:1]([Si:5]([CH3:22])([CH3:21])[O:6][CH:7]1[CH2:12][CH2:11][CH:10]([C:13]2[CH:18]=[CH:17][C:16]([NH2:19])=[CH:15][C:14]=2[F:20])[CH2:9][CH2:8]1)([CH3:4])([CH3:3])[CH3:2].[C:23]([O:26][C@H:27](CCl)[CH2:28]NC(=O)C)(=[O:25])C.[O-:35]S(C(F)(F)F)(=O)=O.[Li+].[C:44](#N)[CH3:45]. (3) The reactants are: [CH3:1][O:2][C:3]1[CH:4]=[C:5]([CH:23]=[CH:24][C:25]=1[O:26][CH3:27])[CH2:6][CH:7]1[C:16]2[C:11](=[CH:12][C:13]([O:21][CH3:22])=[C:14]([O:19][CH3:20])[C:15]=2[O:17][CH3:18])[CH2:10][CH2:9][NH:8]1.Br[CH2:29][C:30](Br)=[O:31].[CH2:33]([NH:40][CH3:41])[C:34]1[CH:39]=[CH:38][CH:37]=[CH:36][CH:35]=1. Given the product [CH3:1][O:2][C:3]1[CH:4]=[C:5]([CH:23]=[CH:24][C:25]=1[O:26][CH3:27])[CH2:6][CH:7]1[C:16]2[C:11](=[CH:12][C:13]([O:21][CH3:22])=[C:14]([O:19][CH3:20])[C:15]=2[O:17][CH3:18])[CH2:10][CH2:9][N:8]1[CH2:29][C:30]([N:40]([CH2:33][C:34]1[CH:39]=[CH:38][CH:37]=[CH:36][CH:35]=1)[CH3:41])=[O:31], predict the reactants needed to synthesize it.